From a dataset of Forward reaction prediction with 1.9M reactions from USPTO patents (1976-2016). Predict the product of the given reaction. (1) The product is: [OH:2][C@@H:1]([C@@H:3]1[CH2:7][CH2:6][CH2:5][N:4]1[C:8]([O:10][C:11]([CH3:14])([CH3:13])[CH3:12])=[O:9])[C@@H:17]([CH3:18])[CH:16]=[CH2:15]. Given the reactants [CH:1]([C@@H:3]1[CH2:7][CH2:6][CH2:5][N:4]1[C:8]([O:10][C:11]([CH3:14])([CH3:13])[CH3:12])=[O:9])=[O:2].[CH2:15]([B-](F)(F)F)/[CH:16]=[CH:17]\[CH3:18].[K+], predict the reaction product. (2) Given the reactants [Br:1][C:2]1[C:7]([OH:8])=[C:6]([O:9][CH3:10])[C:5]([O:11][CH:12]([F:14])[F:13])=[CH:4][CH:3]=1.C(=O)([O-])[O-].[K+].[K+].[CH2:21](Br)[CH2:22][CH3:23], predict the reaction product. The product is: [Br:1][C:2]1[CH:3]=[CH:4][C:5]([O:11][CH:12]([F:13])[F:14])=[C:6]([O:9][CH3:10])[C:7]=1[O:8][CH2:21][CH2:22][CH3:23]. (3) Given the reactants [F:1][C:2]([F:12])([F:11])[O:3][C:4]1[CH:5]=[C:6]([CH:8]=[CH:9][CH:10]=1)[NH2:7].[CH:13](OCC)(OCC)OCC.[N+:23]([CH2:26]C(OCC)=O)([O-])=O.[C:32]([OH:35])(=[O:34])[CH3:33], predict the reaction product. The product is: [F:1][C:2]([F:11])([F:12])[O:3][C:4]1[CH:5]=[C:6]([N:7]2[CH:13]=[C:33]([C:32]([OH:35])=[O:34])[N:23]=[CH:26]2)[CH:8]=[CH:9][CH:10]=1. (4) Given the reactants [Si]([O:8][CH2:9][CH2:10][O:11][C:12]1[CH:27]=[CH:26][C:15]([CH2:16][CH:17]([CH2:23][CH:24]=[CH2:25])[C:18]([O:20][CH2:21][CH3:22])=[O:19])=[CH:14][CH:13]=1)(C(C)(C)C)(C)C.[F-].C([N+](CCCC)(CCCC)CCCC)CCC, predict the reaction product. The product is: [OH:8][CH2:9][CH2:10][O:11][C:12]1[CH:27]=[CH:26][C:15]([CH2:16][CH:17]([CH2:23][CH:24]=[CH2:25])[C:18]([O:20][CH2:21][CH3:22])=[O:19])=[CH:14][CH:13]=1.